Task: Predict which catalyst facilitates the given reaction.. Dataset: Catalyst prediction with 721,799 reactions and 888 catalyst types from USPTO (1) Reactant: [CH2:1]([O:8][C:9]([N:11]1[CH2:15][CH:14]([C:16](=[O:24])[NH:17][C:18]2[CH:23]=[CH:22][CH:21]=[CH:20][CH:19]=2)[CH:13]2[N:25]([C:28](=[O:44])[CH:29]([NH:36]C(OC(C)(C)C)=O)[CH:30]3[CH2:35][CH2:34][CH2:33][CH2:32][CH2:31]3)[CH2:26][CH2:27][CH:12]12)=[O:10])[C:2]1[CH:7]=[CH:6][CH:5]=[CH:4][CH:3]=1.C(O)(C(F)(F)F)=O. Product: [CH2:1]([O:8][C:9]([N:11]1[CH2:15][CH:14]([C:16](=[O:24])[NH:17][C:18]2[CH:19]=[CH:20][CH:21]=[CH:22][CH:23]=2)[CH:13]2[N:25]([C:28](=[O:44])[CH:29]([NH2:36])[CH:30]3[CH2:35][CH2:34][CH2:33][CH2:32][CH2:31]3)[CH2:26][CH2:27][CH:12]12)=[O:10])[C:2]1[CH:7]=[CH:6][CH:5]=[CH:4][CH:3]=1. The catalyst class is: 2. (2) Reactant: [CH3:1][O:2][C:3](=[O:32])[CH2:4][CH2:5][CH2:6][CH2:7][CH2:8][CH2:9][CH2:10][C:11](=[O:31])[NH:12][C:13]1[CH:18]=[CH:17][CH:16]=[CH:15][C:14]=1[S:19](=[O:30])(=[O:29])[NH:20][C:21]([C@@:23]1([NH2:28])[CH2:25][C@H:24]1[CH:26]=[CH2:27])=[O:22].[C:33]([O:37][C:38]([N:40]1[CH2:44][C@H:43]([O:45][C:46]([N:48]2[CH2:56][C:55]3[C:50](=[CH:51][CH:52]=[CH:53][C:54]=3[F:57])[CH2:49]2)=[O:47])[CH2:42][C@H:41]1[C:58](O)=[O:59])=[O:39])([CH3:36])([CH3:35])[CH3:34].CN(C(ON1N=NC2C=CC=NC1=2)=[N+](C)C)C.F[P-](F)(F)(F)(F)F.CCN(C(C)C)C(C)C. Product: [C:33]([O:37][C:38]([N:40]1[C@H:41]([C:58](=[O:59])[NH:28][C@:23]2([C:21]([NH:20][S:19]([C:14]3[CH:15]=[CH:16][CH:17]=[CH:18][C:13]=3[NH:12][C:11](=[O:31])[CH2:10][CH2:9][CH2:8][CH2:7][CH2:6][CH2:5][CH2:4][C:3]([O:2][CH3:1])=[O:32])(=[O:30])=[O:29])=[O:22])[CH2:25][C@H:24]2[CH:26]=[CH2:27])[CH2:42][C@@H:43]([O:45][C:46]([N:48]2[CH2:56][C:55]3[C:50](=[CH:51][CH:52]=[CH:53][C:54]=3[F:57])[CH2:49]2)=[O:47])[CH2:44]1)=[O:39])([CH3:36])([CH3:34])[CH3:35]. The catalyst class is: 2. (3) Reactant: C1(P([C:14]2[CH:19]=[CH:18]C=CC=2)C2C=CC=CC=2)C=CC=CC=1.N(C(OC(C)C)=O)=NC(OC(C)C)=O.[OH:34][C:35]1[CH:36]=[CH:37][C:38]2[O:42][C:41]([C:43]([O:45][CH2:46][CH3:47])=[O:44])=[CH:40][C:39]=2[CH:48]=1.[C:49]([N:56]1CC[O:59][CH2:58][CH:57]1C(O)=O)([O:51][C:52]([CH3:55])([CH3:54])[CH3:53])=[O:50]. Product: [C:49]([N:56]1[CH2:57][CH2:58][O:59][CH:19]([CH2:14][O:34][C:35]2[CH:36]=[CH:37][C:38]3[O:42][C:41]([C:43]([O:45][CH2:46][CH3:47])=[O:44])=[CH:40][C:39]=3[CH:48]=2)[CH2:18]1)([O:51][C:52]([CH3:53])([CH3:54])[CH3:55])=[O:50]. The catalyst class is: 4. (4) Reactant: [N:1]([CH2:4][CH:5]([S:60][S:61][C:62]([CH3:65])([CH3:64])[CH3:63])[CH2:6][C@@H:7]([NH:52]C(OC(C)(C)C)=O)[C:8]([O:10][C@H:11]1[C@@H:15]([OH:16])[C@H:14]([N:17]2[CH:25]=[N:24][C:23]3[C:18]2=[N:19][CH:20]=[N:21][C:22]=3[NH2:26])[O:13][C@H:12]1[CH2:27][O:28][P:29]([O:32][C@H:33]1[CH2:37][C@H:36]([N:38]2[CH:43]=[CH:42][C:41]([NH2:44])=[N:40][C:39]2=[O:45])[O:35][C@@H:34]1[CH2:46][O:47][P:48]([OH:51])([OH:50])=[O:49])([OH:31])=[O:30])=[O:9])=[N+:2]=[N-:3].FC(F)(F)C(O)=O. Product: [NH2:52][C@H:7]([CH2:6][CH:5]([S:60][S:61][C:62]([CH3:65])([CH3:64])[CH3:63])[CH2:4][N:1]=[N+:2]=[N-:3])[C:8]([O:10][C@H:11]1[C@@H:15]([OH:16])[C@H:14]([N:17]2[CH:25]=[N:24][C:23]3[C:18]2=[N:19][CH:20]=[N:21][C:22]=3[NH2:26])[O:13][C@H:12]1[CH2:27][O:28][P:29]([O:32][C@H:33]1[CH2:37][C@H:36]([N:38]2[CH:43]=[CH:42][C:41]([NH2:44])=[N:40][C:39]2=[O:45])[O:35][C@@H:34]1[CH2:46][O:47][P:48]([OH:51])([OH:50])=[O:49])([OH:31])=[O:30])=[O:9]. The catalyst class is: 4. (5) Reactant: [H-].[Na+].[CH2:3]([OH:6])[C:4]#[CH:5].Br[CH2:8][CH2:9][O:10][CH2:11][CH2:12][O:13][CH3:14]. Product: [CH3:14][O:13][CH2:12][CH2:11][O:10][CH2:9][CH2:8][O:6][CH2:3][C:4]#[CH:5]. The catalyst class is: 20. (6) Reactant: [Cl:1][C:2]1[CH:3]=[CH:4][C:5]([F:19])=[C:6]([CH:18]=1)[C:7]([NH:9][C:10]1[CH:15]=[CH:14][N:13]=[C:12]([O:16]C)[CH:11]=1)=[O:8].[Si](I)(C)(C)C. Product: [Cl:1][C:2]1[CH:3]=[CH:4][C:5]([F:19])=[C:6]([CH:18]=1)[C:7]([NH:9][C:10]1[CH:15]=[CH:14][NH:13][C:12](=[O:16])[CH:11]=1)=[O:8]. The catalyst class is: 10. (7) Reactant: [N+:1]([C:4]1[CH:44]=[CH:43][CH:42]=[CH:41][C:5]=1[CH2:6][O:7][C:8](=[O:40])[CH2:9][CH2:10][CH2:11][CH2:12][CH2:13][CH2:14][CH2:15][CH2:16][CH2:17][CH2:18][O:19][C:20]1[CH:21]=[C:22]([C:33]([O:35]C(C)(C)C)=[O:34])[CH:23]=[C:24]([CH:32]=1)[C:25]([O:27]C(C)(C)C)=[O:26])([O-:3])=[O:2].FC(F)(F)C(O)=O. Product: [N+:1]([C:4]1[CH:44]=[CH:43][CH:42]=[CH:41][C:5]=1[CH2:6][O:7][C:8](=[O:40])[CH2:9][CH2:10][CH2:11][CH2:12][CH2:13][CH2:14][CH2:15][CH2:16][CH2:17][CH2:18][O:19][C:20]1[CH:32]=[C:24]([C:25]([OH:27])=[O:26])[CH:23]=[C:22]([CH:21]=1)[C:33]([OH:35])=[O:34])([O-:3])=[O:2]. The catalyst class is: 2.